Task: Predict the product of the given reaction.. Dataset: Forward reaction prediction with 1.9M reactions from USPTO patents (1976-2016) (1) Given the reactants [F:1][C:2]1[CH:3]=[CH:4][C:5]([O:19][CH3:20])=[C:6]([C:8]([CH3:18])([CH3:17])[CH2:9][C:10]2([C:13]([F:16])([F:15])[F:14])[CH2:12][O:11]2)[CH:7]=1.[NH2:21][C:22]1[CH:30]=[CH:29][CH:28]=[C:27]2[C:23]=1[CH:24]=[N:25][N:26]2[C:31]1[CH:32]=[C:33]([CH:39]=[CH:40][CH:41]=1)[C:34]([O:36][CH2:37][CH3:38])=[O:35], predict the reaction product. The product is: [F:1][C:2]1[CH:3]=[CH:4][C:5]([O:19][CH3:20])=[C:6]([C:8]([CH3:18])([CH3:17])[CH2:9][C:10]([OH:11])([C:13]([F:16])([F:15])[F:14])[CH2:12][NH:21][C:22]2[CH:30]=[CH:29][CH:28]=[C:27]3[C:23]=2[CH:24]=[N:25][N:26]3[C:31]2[CH:32]=[C:33]([CH:39]=[CH:40][CH:41]=2)[C:34]([O:36][CH2:37][CH3:38])=[O:35])[CH:7]=1. (2) The product is: [CH2:8]([C:7]1[C:2]([NH:1][CH:23]([CH2:27][CH2:28][CH3:29])[C:24]([OH:26])=[O:25])=[N:3][CH:4]=[C:5]([C:15]2[CH:16]=[CH:17][C:18]([OH:21])=[CH:19][CH:20]=2)[N:6]=1)[C:9]1[CH:10]=[CH:11][CH:12]=[CH:13][CH:14]=1. Given the reactants [NH2:1][C:2]1[N:3]=[CH:4][C:5]([C:15]2[CH:20]=[CH:19][C:18]([OH:21])=[CH:17][CH:16]=2)=[N:6][C:7]=1[CH2:8][C:9]1[CH:14]=[CH:13][CH:12]=[CH:11][CH:10]=1.O=[C:23]([CH2:27][CH2:28][CH3:29])[C:24]([OH:26])=[O:25], predict the reaction product. (3) Given the reactants Cl[CH2:2][C:3]([CH2:5]Cl)=[O:4].[NH:7]1[CH:11]=[N:10][CH:9]=[N:8]1, predict the reaction product. The product is: [N:7]1([CH2:2][C:3](=[O:4])[CH2:5][N:7]2[CH:11]=[N:10][CH:9]=[N:8]2)[CH:11]=[N:10][CH:9]=[N:8]1. (4) Given the reactants [C:1]([C:3]1[N:8]=[CH:7][C:6]([N:9]2[C:16](=[O:17])[C:12]3([CH2:15][CH2:14][CH2:13]3)[N:11]([C:18]3[CH:28]=[CH:27][C:21]([C:22]([O:24]CC)=[O:23])=[C:20]([F:29])[CH:19]=3)[C:10]2=[S:30])=[CH:5][C:4]=1[C:31]([F:34])([F:33])[F:32])#[N:2].[OH-].[Na+].Cl, predict the reaction product. The product is: [C:1]([C:3]1[N:8]=[CH:7][C:6]([N:9]2[C:16](=[O:17])[C:12]3([CH2:15][CH2:14][CH2:13]3)[N:11]([C:18]3[CH:28]=[CH:27][C:21]([C:22]([OH:24])=[O:23])=[C:20]([F:29])[CH:19]=3)[C:10]2=[S:30])=[CH:5][C:4]=1[C:31]([F:34])([F:32])[F:33])#[N:2]. (5) The product is: [Cl:14][C:15]1[CH:20]=[CH:19][C:18]([S:21]([NH:1][C:2]2[CH:3]=[CH:4][C:5]([C:12]#[N:13])=[C:6]3[C:11]=2[N:10]=[CH:9][CH:8]=[CH:7]3)(=[O:23])=[O:22])=[C:17]([N+:25]([O-:27])=[O:26])[CH:16]=1. Given the reactants [NH2:1][C:2]1[C:11]2[N:10]=[CH:9][CH:8]=[CH:7][C:6]=2[C:5]([C:12]#[N:13])=[CH:4][CH:3]=1.[Cl:14][C:15]1[CH:20]=[CH:19][C:18]([S:21](Cl)(=[O:23])=[O:22])=[C:17]([N+:25]([O-:27])=[O:26])[CH:16]=1.[H-].[Na+], predict the reaction product. (6) Given the reactants [Cl-].[Cl-].[Cl-].[Al+3].Cl[CH2:6][C:7](Cl)=[O:8].[F:10][C:11]1[CH:16]=[CH:15][C:14]([F:17])=[CH:13][C:12]=1[OH:18], predict the reaction product. The product is: [F:17][C:14]1[CH:13]=[C:12]([OH:18])[C:11]([F:10])=[CH:16][C:15]=1[C:7](=[O:8])[CH3:6]. (7) Given the reactants Cl[C:2]1[C:3]([C:10]([OH:12])=[O:11])=[N:4][N:5]([CH3:9])[C:6](=[O:8])[CH:7]=1.[F:13][C:14]1[CH:20]=[C:19]([I:21])[CH:18]=[CH:17][C:15]=1[NH2:16].C[Si]([N-][Si](C)(C)C)(C)C.[Li+], predict the reaction product. The product is: [F:13][C:14]1[CH:20]=[C:19]([I:21])[CH:18]=[CH:17][C:15]=1[NH:16][C:2]1[C:3]([C:10]([OH:12])=[O:11])=[N:4][N:5]([CH3:9])[C:6](=[O:8])[CH:7]=1. (8) Given the reactants [O:1]=[C:2]1[CH:6]=[CH:5][C:4](=[O:7])[N:3]1[CH2:8][CH2:9][C:10]([NH:12][CH2:13][CH2:14][O:15][CH2:16][CH2:17][O:18][CH2:19][CH2:20][O:21][CH2:22][CH2:23][O:24][CH2:25][CH2:26][C:27]([NH:29][CH2:30][CH2:31][C:32]1[C:40]2[C:35](=[CH:36][CH:37]=[C:38]([O:41][CH3:42])[CH:39]=2)[NH:34][CH:33]=1)=[O:28])=[O:11].[NH2:43][C@@H:44]([CH2:48][SH:49])[C:45]([OH:47])=[O:46], predict the reaction product. The product is: [NH2:43][C@@H:44]([CH2:48][S:49][CH:6]1[CH2:5][C:4](=[O:7])[N:3]([CH2:8][CH2:9][C:10](=[O:11])[NH:12][CH2:13][CH2:14][O:15][CH2:16][CH2:17][O:18][CH2:19][CH2:20][O:21][CH2:22][CH2:23][O:24][CH2:25][CH2:26][C:27](=[O:28])[NH:29][CH2:30][CH2:31][C:32]2[C:40]3[C:35](=[CH:36][CH:37]=[C:38]([O:41][CH3:42])[CH:39]=3)[NH:34][CH:33]=2)[C:2]1=[O:1])[C:45]([OH:47])=[O:46]. (9) Given the reactants [F:1][C:2]1[CH:7]=[CH:6][C:5]([C:8]2([C:14]([O:16]CC)=[O:15])[CH2:13][CH2:12][O:11][CH2:10][CH2:9]2)=[CH:4][CH:3]=1.[OH-].[K+], predict the reaction product. The product is: [F:1][C:2]1[CH:7]=[CH:6][C:5]([C:8]2([C:14]([OH:16])=[O:15])[CH2:9][CH2:10][O:11][CH2:12][CH2:13]2)=[CH:4][CH:3]=1. (10) Given the reactants [F:1][C:2]([F:7])([F:6])[CH2:3][CH2:4][OH:5].[CH3:8][S:9](Cl)(=[O:11])=[O:10], predict the reaction product. The product is: [CH3:8][S:9]([O:5][CH2:4][CH2:3][C:2]([F:7])([F:6])[F:1])(=[O:11])=[O:10].